This data is from Catalyst prediction with 721,799 reactions and 888 catalyst types from USPTO. The task is: Predict which catalyst facilitates the given reaction. Reactant: [C:1](Cl)(=[O:3])[CH3:2].[CH:5]1([CH2:8][N:9]2[C:15](=[O:16])[C@@H:14]([NH:17][C:18]([N:20]3[CH2:25][CH2:24][CH:23]([N:26]4[CH:30]=[C:29]([C:31]5[CH:36]=[CH:35][CH:34]=[CH:33][CH:32]=5)[NH:28][C:27]4=[O:37])[CH2:22][CH2:21]3)=[O:19])[CH2:13][NH:12][C@H:11]([C:38]3[CH:43]=[CH:42][CH:41]=[CH:40][CH:39]=3)[CH2:10]2)[CH2:7][CH2:6]1.C(N(CC)CC)C. Product: [C:1]([N:12]1[CH2:13][C@@H:14]([NH:17][C:18]([N:20]2[CH2:21][CH2:22][CH:23]([N:26]3[CH:30]=[C:29]([C:31]4[CH:36]=[CH:35][CH:34]=[CH:33][CH:32]=4)[NH:28][C:27]3=[O:37])[CH2:24][CH2:25]2)=[O:19])[C:15](=[O:16])[N:9]([CH2:8][CH:5]2[CH2:6][CH2:7]2)[CH2:10][C@@H:11]1[C:38]1[CH:43]=[CH:42][CH:41]=[CH:40][CH:39]=1)(=[O:3])[CH3:2]. The catalyst class is: 4.